This data is from Catalyst prediction with 721,799 reactions and 888 catalyst types from USPTO. The task is: Predict which catalyst facilitates the given reaction. (1) Reactant: [N:1]1([C:10]([O:12][C:13]([CH3:16])([CH3:15])[CH3:14])=[O:11])[CH:9]2[CH:4]([NH:5][CH2:6][CH2:7][CH2:8]2)[CH2:3][CH2:2]1.C(=O)([O-])[O-].[Na+].[Na+].Cl[C:24]([O:26][CH2:27][C:28]1[CH:33]=[CH:32][CH:31]=[CH:30][CH:29]=1)=[O:25]. Product: [N:1]1([C:10]([O:12][C:13]([CH3:16])([CH3:15])[CH3:14])=[O:11])[CH:9]2[CH:4]([N:5]([C:24]([O:26][CH2:27][C:28]3[CH:33]=[CH:32][CH:31]=[CH:30][CH:29]=3)=[O:25])[CH2:6][CH2:7][CH2:8]2)[CH2:3][CH2:2]1. The catalyst class is: 1. (2) Reactant: [Cl:1][C:2]1[CH:3]=[CH:4][C:5]2[N:11]3[C:12]([CH:15]([F:17])[F:16])=[CH:13][CH:14]=[C:10]3[C@@H:9]([CH2:18][CH2:19][C:20]([N:22]3[CH2:27][CH2:26][CH:25]([CH2:28][C:29]([O:31]CC)=[O:30])[CH2:24][CH2:23]3)=[O:21])[O:8][C@H:7]([C:34]3[CH:39]=[CH:38][CH:37]=[C:36]([O:40][CH3:41])[C:35]=3[O:42][CH3:43])[C:6]=2[CH:44]=1. Product: [Cl:1][C:2]1[CH:3]=[CH:4][C:5]2[N:11]3[C:12]([CH:15]([F:16])[F:17])=[CH:13][CH:14]=[C:10]3[C@@H:9]([CH2:18][CH2:19][C:20]([N:22]3[CH2:27][CH2:26][CH:25]([CH2:28][C:29]([OH:31])=[O:30])[CH2:24][CH2:23]3)=[O:21])[O:8][C@H:7]([C:34]3[CH:39]=[CH:38][CH:37]=[C:36]([O:40][CH3:41])[C:35]=3[O:42][CH3:43])[C:6]=2[CH:44]=1. The catalyst class is: 5. (3) Reactant: [CH:1]([O:4][C:5]1[CH:6]=[C:7]([CH:18]=[CH:19][C:20]=1[N+:21]([O-])=O)[C:8]([NH:10][CH:11]1[CH2:16][CH2:15][N:14]([CH3:17])[CH2:13][CH2:12]1)=[O:9])([CH3:3])[CH3:2].[H][H]. Product: [NH2:21][C:20]1[CH:19]=[CH:18][C:7]([C:8]([NH:10][CH:11]2[CH2:12][CH2:13][N:14]([CH3:17])[CH2:15][CH2:16]2)=[O:9])=[CH:6][C:5]=1[O:4][CH:1]([CH3:3])[CH3:2]. The catalyst class is: 19. (4) Reactant: [H-].[H-].[H-].[H-].[Li+].[Al+3].[OH:7][CH2:8][C:9]1[CH:14]=[C:13]([CH3:15])[C:12]([CH2:16][CH2:17][C:18](O)=[O:19])=[C:11]([CH3:21])[CH:10]=1. Product: [OH:7][CH2:8][C:9]1[CH:14]=[C:13]([CH3:15])[C:12]([CH2:16][CH2:17][CH2:18][OH:19])=[C:11]([CH3:21])[CH:10]=1. The catalyst class is: 1. (5) Reactant: [N:1]([C:38]([CH2:40][O:41][CH2:42][C:43]([OH:45])=O)=[O:39])([CH2:20][CH2:21][CH2:22][CH2:23][CH2:24][CH2:25][CH2:26][CH2:27][CH2:28][CH2:29][CH2:30][CH2:31][CH2:32][CH2:33][CH2:34][CH2:35][CH2:36][CH3:37])[CH2:2][CH2:3][CH2:4][CH2:5][CH2:6][CH2:7][CH2:8][CH2:9][CH2:10][CH2:11][CH2:12][CH2:13][CH2:14][CH2:15][CH2:16][CH2:17][CH2:18][CH3:19].Cl.CN(C)CCCN=C=NCC.[NH2:58][CH2:59][C:60]([O:62][CH2:63][C:64]1[CH:69]=[CH:68][CH:67]=[CH:66][CH:65]=1)=[O:61].CC1C=CC(S(O)(=O)=O)=CC=1. Product: [N:1]([C:38]([CH2:40][O:41][CH2:42][C:43]([NH:58][CH2:59][C:60]([O:62][CH2:63][C:64]1[CH:69]=[CH:68][CH:67]=[CH:66][CH:65]=1)=[O:61])=[O:45])=[O:39])([CH2:2][CH2:3][CH2:4][CH2:5][CH2:6][CH2:7][CH2:8][CH2:9][CH2:10][CH2:11][CH2:12][CH2:13][CH2:14][CH2:15][CH2:16][CH2:17][CH2:18][CH3:19])[CH2:20][CH2:21][CH2:22][CH2:23][CH2:24][CH2:25][CH2:26][CH2:27][CH2:28][CH2:29][CH2:30][CH2:31][CH2:32][CH2:33][CH2:34][CH2:35][CH2:36][CH3:37]. The catalyst class is: 624.